Dataset: Full USPTO retrosynthesis dataset with 1.9M reactions from patents (1976-2016). Task: Predict the reactants needed to synthesize the given product. (1) The reactants are: Cl.CON(C)[C:5](=[O:14])[C:6]1[CH:11]=[C:10]([Br:12])[CH:9]=[N:8][C:7]=1[NH2:13].[C:16]1([Mg]Br)[CH:21]=[CH:20][CH:19]=[CH:18][CH:17]=1.C(O)(=O)CC(CC(O)=O)(C(O)=O)O.C(OCC)(=O)C. Given the product [NH2:13][C:7]1[C:6]([C:5]([C:16]2[CH:21]=[CH:20][CH:19]=[CH:18][CH:17]=2)=[O:14])=[CH:11][C:10]([Br:12])=[CH:9][N:8]=1, predict the reactants needed to synthesize it. (2) Given the product [C:2]1([C:20]2[CH:25]=[CH:24][CH:23]=[CH:22][CH:21]=2)[CH:3]=[CH:4][C:5]([NH:8][C:9](=[O:19])[CH2:10][C:11](=[O:18])[N:12]2[CH2:13][CH2:14][N:15]([CH2:33][C:34]3[CH:39]=[CH:38][CH:37]=[CH:36][C:35]=3[C:40]([F:41])([F:42])[F:43])[CH2:16][CH2:17]2)=[CH:6][CH:7]=1, predict the reactants needed to synthesize it. The reactants are: Cl.[C:2]1([C:20]2[CH:25]=[CH:24][CH:23]=[CH:22][CH:21]=2)[CH:7]=[CH:6][C:5]([NH:8][C:9](=[O:19])[CH2:10][C:11](=[O:18])[N:12]2[CH2:17][CH2:16][NH:15][CH2:14][CH2:13]2)=[CH:4][CH:3]=1.C([O-])([O-])=O.[K+].[K+].Br[CH2:33][C:34]1[CH:39]=[CH:38][CH:37]=[CH:36][C:35]=1[C:40]([F:43])([F:42])[F:41]. (3) The reactants are: [NH:1]1[CH2:6][CH2:5][O:4][CH2:3][CH2:2]1.Cl[C:8]1[N:13]=[C:12]([NH:14][C:15]2[NH:19][N:18]=[C:17]([CH:20]3[CH2:22][CH2:21]3)[CH:16]=2)[N:11]=[C:10]([CH:23]2[CH2:27][C@@H:26]([O:28][CH2:29][CH:30]([F:32])[F:31])[CH2:25][C@H:24]2[C:33]([O:35][CH3:36])=[O:34])[N:9]=1. Given the product [CH:20]1([C:17]2[CH:16]=[C:15]([NH:14][C:12]3[N:13]=[C:8]([N:1]4[CH2:6][CH2:5][O:4][CH2:3][CH2:2]4)[N:9]=[C:10]([CH:23]4[CH2:27][C@@H:26]([O:28][CH2:29][CH:30]([F:31])[F:32])[CH2:25][C@H:24]4[C:33]([O:35][CH3:36])=[O:34])[N:11]=3)[NH:19][N:18]=2)[CH2:22][CH2:21]1, predict the reactants needed to synthesize it.